Dataset: Full USPTO retrosynthesis dataset with 1.9M reactions from patents (1976-2016). Task: Predict the reactants needed to synthesize the given product. (1) Given the product [C:10]([C:14]1[CH:15]=[C:16]2[C:25]([O:24][C:23]3[CH:5]=[CH:4][C:3]([Cl:34])=[N:2][C:18]=3[C:17]2=[O:30])=[CH:26][CH:27]=1)([CH3:11])([CH3:12])[CH3:13], predict the reactants needed to synthesize it. The reactants are: C[N:2](C)[C:3]1C=CC=[CH:5][CH:4]=1.[C:10]([C:14]1[CH:15]=[C:16]2[C:25](=[CH:26][CH:27]=1)[O:24][C:23]1N(C)C(=O)C=C[C:18]=1[C:17]2=[O:30])([CH3:13])([CH3:12])[CH3:11].O.O=P(Cl)(Cl)[Cl:34]. (2) Given the product [F:1][C:2]1[CH:3]=[C:4]([C:9]([CH3:14])([CH3:13])[C:10]([O:12][C:22]([CH3:25])([CH3:23])[CH3:21])=[O:11])[CH:5]=[C:6]([F:8])[CH:7]=1, predict the reactants needed to synthesize it. The reactants are: [F:1][C:2]1[CH:3]=[C:4]([C:9]([CH3:14])([CH3:13])[C:10]([OH:12])=[O:11])[CH:5]=[C:6]([F:8])[CH:7]=1.C(Cl)(=O)C(Cl)=O.[CH3:21][C:22]([CH3:25])([O-])[CH3:23].[K+]. (3) Given the product [N:1]1([C:6]2[CH:26]=[CH:25][C:9]([CH2:10][C:11]3[C:12]([CH3:24])=[C:13]([CH3:23])[C:14]([CH:21]=[O:29])=[C:15]([CH:20]=3)[C:16]([O:18][CH3:19])=[O:17])=[CH:8][CH:7]=2)[CH:5]=[CH:4][CH:3]=[N:2]1, predict the reactants needed to synthesize it. The reactants are: [N:1]1([C:6]2[CH:26]=[CH:25][C:9]([CH2:10][C:11]3[C:12]([CH3:24])=[C:13]([CH3:23])[C:14]([CH:21]=C)=[C:15]([CH:20]=3)[C:16]([O:18][CH3:19])=[O:17])=[CH:8][CH:7]=2)[CH:5]=[CH:4][CH:3]=[N:2]1.CC(C)=[O:29].C(#N)C.I([O-])(=O)(=O)=O.[Na+]. (4) The reactants are: C[O:2][CH:3](OC)[CH2:4][N:5]1[C:14]2[C:9](=[N:10][C:11]([CH3:16])=[C:12]([F:15])[CH:13]=2)[CH:8]=[CH:7][C:6]1=[O:17]. Given the product [F:15][C:12]1[CH:13]=[C:14]2[C:9]([CH:8]=[CH:7][C:6](=[O:17])[N:5]2[CH2:4][CH:3]=[O:2])=[N:10][C:11]=1[CH3:16], predict the reactants needed to synthesize it. (5) The reactants are: COC1C=CC(C([NH:24][C:25]2[N:30]([CH3:31])[C:29](=[O:32])[C:28]([CH3:34])([CH3:33])[C@:27]([C:36]3[CH:41]=[C:40](Br)[CH:39]=[CH:38][C:37]=3[F:43])([CH3:35])[N:26]=2)(C2C=CC(OC)=CC=2)C2C=CC=CC=2)=CC=1.[NH2:44][C:45]1[CH:46]=[CH:47][C:48]([Cl:51])=[N:49][CH:50]=1. Given the product [NH2:24][C:25]1[N:30]([CH3:31])[C:29](=[O:32])[C:28]([CH3:33])([CH3:34])[C@:27]([C:36]2[CH:41]=[C:40]([NH:44][C:45]3[CH:50]=[N:49][C:48]([Cl:51])=[CH:47][CH:46]=3)[CH:39]=[CH:38][C:37]=2[F:43])([CH3:35])[N:26]=1, predict the reactants needed to synthesize it. (6) The reactants are: [C:1]([C:4]1[CH:5]=[N:6][C:7]2[C:12]([C:13]=1[NH:14][C:15]1[CH:16]=[CH:17][C:18]([N:21]3[CH2:25][CH2:24][CH:23]([NH:26]C(=O)OC(C)(C)C)[CH2:22]3)=[N:19][CH:20]=1)=[CH:11][C:10](Br)=[CH:9][CH:8]=2)(=[O:3])[CH3:2].[Cl:35][C:36]1[CH:41]=[C:40](B2OC(C)(C)C(C)(C)O2)[CH:39]=[C:38]([O:51][CH3:52])[C:37]=1[OH:53]. Given the product [NH2:26][CH:23]1[CH2:24][CH2:25][N:21]([C:18]2[N:19]=[CH:20][C:15]([NH:14][C:13]3[C:12]4[C:7](=[CH:8][CH:9]=[C:10]([C:40]5[CH:39]=[C:38]([O:51][CH3:52])[C:37]([OH:53])=[C:36]([Cl:35])[CH:41]=5)[CH:11]=4)[N:6]=[CH:5][C:4]=3[C:1](=[O:3])[CH3:2])=[CH:16][CH:17]=2)[CH2:22]1, predict the reactants needed to synthesize it. (7) Given the product [Cl:23][C:24]1[CH:25]=[C:26]([NH:30][C:31](=[O:32])[NH:1][C:2]2[C:3]3[S:10][CH:9]=[C:8]([C:11]4[CH:12]=[CH:13][C:14]([CH:17]([CH3:18])[C:33]([OH:35])=[O:34])=[CH:15][CH:16]=4)[C:4]=3[N:5]=[CH:6][N:7]=2)[CH:27]=[CH:28][CH:29]=1, predict the reactants needed to synthesize it. The reactants are: [NH2:1][C:2]1[C:3]2[S:10][CH:9]=[C:8]([C:11]3[CH:16]=[CH:15][C:14]([CH2:17][CH2:18]C(OC)=O)=[CH:13][CH:12]=3)[C:4]=2[N:5]=[CH:6][N:7]=1.[Cl:23][C:24]1[CH:25]=[C:26]([N:30]=[C:31]=[O:32])[CH:27]=[CH:28][CH:29]=1.[CH3:33][OH:34].[OH-:35].[Na+]. (8) Given the product [CH3:18][O:17][C:14]1[N:13]=[C:12]2[C:2]([CH3:3])=[CH:1][NH:4][C:11]2=[CH:16][CH:15]=1, predict the reactants needed to synthesize it. The reactants are: [CH2:1]([N:4]([C:11]1[C:12](Br)=[N:13][C:14]([O:17][CH3:18])=[CH:15][CH:16]=1)C(=O)C(F)(F)F)[CH:2]=[CH2:3].[Cl-].C([NH3+])CCC.C([NH3+])CCC.C([NH3+])CCC.C([NH3+])CCC.[Cl-].[Cl-].[Cl-].C(N(CC)CC)C. (9) Given the product [CH3:1][C:2]1([CH3:28])[CH2:6][C:5]2[CH:7]=[CH:8][C:9]([C:11]3[N:16]=[CH:15][N:14]=[C:13]([O:17][C:18]4[C:23]5[N:24]=[C:25]([NH:27][C:29](=[O:31])[CH3:30])[S:26][C:22]=5[CH:21]=[CH:20][CH:19]=4)[CH:12]=3)=[CH:10][C:4]=2[O:3]1, predict the reactants needed to synthesize it. The reactants are: [CH3:1][C:2]1([CH3:28])[CH2:6][C:5]2[CH:7]=[CH:8][C:9]([C:11]3[N:16]=[CH:15][N:14]=[C:13]([O:17][C:18]4[C:23]5[N:24]=[C:25]([NH2:27])[S:26][C:22]=5[CH:21]=[CH:20][CH:19]=4)[CH:12]=3)=[CH:10][C:4]=2[O:3]1.[C:29](OC(=O)C)(=[O:31])[CH3:30]. (10) Given the product [NH2:9][C:3]1[N:4]=[CH:5][N:6]=[C:7]([NH:10][CH:11]2[CH2:19][C:15]3([CH2:16][CH2:17][CH2:18]3)[N:14]([C:20](=[O:22])[CH:43]=[CH2:44])[CH2:13][CH2:12]2)[C:2]=1[C:31]1[CH:32]=[CH:33][C:28]([O:27][C:34]2[CH:39]=[CH:38][CH:37]=[CH:36][CH:35]=2)=[CH:29][CH:30]=1, predict the reactants needed to synthesize it. The reactants are: Cl[C:2]1[C:3]([NH2:9])=[N:4][CH:5]=[N:6][C:7]=1Cl.[NH2:10][CH:11]1[CH2:19][C:15]2([CH2:18][CH2:17][CH2:16]2)[N:14]([C:20]([O:22]C(C)(C)C)=O)[CH2:13][CH2:12]1.[O:27]([C:34]1[CH:39]=[CH:38][C:37](B(O)O)=[CH:36][CH:35]=1)[C:28]1[CH:33]=[CH:32][CH:31]=[CH:30][CH:29]=1.[C:43](Cl)(=O)[CH:44]=C.